This data is from CYP2C9 inhibition data for predicting drug metabolism from PubChem BioAssay. The task is: Regression/Classification. Given a drug SMILES string, predict its absorption, distribution, metabolism, or excretion properties. Task type varies by dataset: regression for continuous measurements (e.g., permeability, clearance, half-life) or binary classification for categorical outcomes (e.g., BBB penetration, CYP inhibition). Dataset: cyp2c9_veith. (1) The molecule is Cc1ccc2nc(-c3ccc(NC(=O)c4ccc(N)cc4)c(S(=O)(=O)O)c3)sc2c1. The result is 0 (non-inhibitor). (2) The drug is Cc1cc(C)c(C#N)c(OCC(=O)c2ccc(Br)cc2)n1. The result is 1 (inhibitor). (3) The drug is COc1ccc(/C=C/C(=O)NCc2cn(C)nc2C)cc1COc1ccc(Br)cc1. The result is 1 (inhibitor).